Dataset: Full USPTO retrosynthesis dataset with 1.9M reactions from patents (1976-2016). Task: Predict the reactants needed to synthesize the given product. Given the product [NH:27]1[C:35]2[C:30](=[CH:31][C:32]([NH:36][C:2]3[C:3]4[NH:17][N:16]=[CH:15][C:4]=4[N:5]=[C:6]([CH:8]4[CH2:9][CH2:10][N:11]([CH3:14])[CH2:12][CH2:13]4)[N:7]=3)=[CH:33][CH:34]=2)[CH:29]=[N:28]1, predict the reactants needed to synthesize it. The reactants are: Cl[C:2]1[C:3]2[C:4](=[CH:15][N:16](CC3C=CC(OC)=CC=3)[N:17]=2)[N:5]=[C:6]([CH:8]2[CH2:13][CH2:12][N:11]([CH3:14])[CH2:10][CH2:9]2)[N:7]=1.[NH:27]1[C:35]2[C:30](=[CH:31][C:32]([NH2:36])=[CH:33][CH:34]=2)[CH:29]=[N:28]1.Cl.